Dataset: NCI-60 drug combinations with 297,098 pairs across 59 cell lines. Task: Regression. Given two drug SMILES strings and cell line genomic features, predict the synergy score measuring deviation from expected non-interaction effect. (1) Drug 1: CC12CCC3C(C1CCC2=O)CC(=C)C4=CC(=O)C=CC34C. Drug 2: C(CC(=O)O)C(=O)CN.Cl. Cell line: OVCAR-4. Synergy scores: CSS=21.1, Synergy_ZIP=-0.226, Synergy_Bliss=0.340, Synergy_Loewe=-7.71, Synergy_HSA=0.303. (2) Drug 1: CCC1(CC2CC(C3=C(CCN(C2)C1)C4=CC=CC=C4N3)(C5=C(C=C6C(=C5)C78CCN9C7C(C=CC9)(C(C(C8N6C)(C(=O)OC)O)OC(=O)C)CC)OC)C(=O)OC)O.OS(=O)(=O)O. Drug 2: CC=C1C(=O)NC(C(=O)OC2CC(=O)NC(C(=O)NC(CSSCCC=C2)C(=O)N1)C(C)C)C(C)C. Cell line: NCI/ADR-RES. Synergy scores: CSS=-0.557, Synergy_ZIP=-0.867, Synergy_Bliss=-0.283, Synergy_Loewe=-3.53, Synergy_HSA=-3.51. (3) Drug 1: C1=NNC2=C1C(=O)NC=N2. Drug 2: COC1=C2C(=CC3=C1OC=C3)C=CC(=O)O2. Cell line: OVCAR-8. Synergy scores: CSS=5.56, Synergy_ZIP=2.35, Synergy_Bliss=-2.53, Synergy_Loewe=-2.33, Synergy_HSA=-1.12. (4) Drug 1: C(CC(=O)O)C(=O)CN.Cl. Drug 2: COCCOC1=C(C=C2C(=C1)C(=NC=N2)NC3=CC=CC(=C3)C#C)OCCOC.Cl. Cell line: BT-549. Synergy scores: CSS=0.222, Synergy_ZIP=0.331, Synergy_Bliss=0.0405, Synergy_Loewe=-3.08, Synergy_HSA=-3.45. (5) Drug 1: CC1=C2C(C(=O)C3(C(CC4C(C3C(C(C2(C)C)(CC1OC(=O)C(C(C5=CC=CC=C5)NC(=O)OC(C)(C)C)O)O)OC(=O)C6=CC=CC=C6)(CO4)OC(=O)C)OC)C)OC. Drug 2: CN(C)N=NC1=C(NC=N1)C(=O)N. Cell line: A498. Synergy scores: CSS=33.6, Synergy_ZIP=3.15, Synergy_Bliss=3.28, Synergy_Loewe=-14.4, Synergy_HSA=3.52. (6) Drug 1: CC1=C(C=C(C=C1)NC(=O)C2=CC=C(C=C2)CN3CCN(CC3)C)NC4=NC=CC(=N4)C5=CN=CC=C5. Drug 2: CC1=C(C(=CC=C1)Cl)NC(=O)C2=CN=C(S2)NC3=CC(=NC(=N3)C)N4CCN(CC4)CCO. Cell line: CAKI-1. Synergy scores: CSS=15.0, Synergy_ZIP=8.38, Synergy_Bliss=10.3, Synergy_Loewe=2.39, Synergy_HSA=3.83. (7) Drug 1: CC1=C2C(C(=O)C3(C(CC4C(C3C(C(C2(C)C)(CC1OC(=O)C(C(C5=CC=CC=C5)NC(=O)OC(C)(C)C)O)O)OC(=O)C6=CC=CC=C6)(CO4)OC(=O)C)OC)C)OC. Drug 2: CCCS(=O)(=O)NC1=C(C(=C(C=C1)F)C(=O)C2=CNC3=C2C=C(C=N3)C4=CC=C(C=C4)Cl)F. Cell line: HOP-92. Synergy scores: CSS=24.9, Synergy_ZIP=-1.07, Synergy_Bliss=-1.97, Synergy_Loewe=-26.3, Synergy_HSA=-1.61.